Dataset: Full USPTO retrosynthesis dataset with 1.9M reactions from patents (1976-2016). Task: Predict the reactants needed to synthesize the given product. (1) Given the product [CH2:21]([S:20][C:16]1[N:15]=[C:14]([C:12]2[S:4][C:3]3[CH:5]=[CH:6][CH:7]=[CH:8][C:2]=3[C:1](=[O:10])[N:13]=2)[CH:19]=[CH:18][CH:17]=1)[CH2:22][CH2:23][CH2:24][CH3:25], predict the reactants needed to synthesize it. The reactants are: [C:1]([O:10]C)(=O)[C:2]1[C:3](=[CH:5][CH:6]=[CH:7][CH:8]=1)[SH:4].[C:12]([C:14]1[CH:19]=[CH:18][CH:17]=[C:16]([S:20][CH2:21][CH2:22][CH2:23][CH2:24][CH3:25])[N:15]=1)#[N:13].C(N(CC)CC)C. (2) Given the product [CH3:47][O:46][C:41]1[CH:42]=[CH:43][CH:44]=[CH:45][C:40]=1[C:28]1([N:16]2[CH2:15][C:13]3([CH2:14][N:11]([CH:8]4[CH2:7][CH2:6][N:5]([CH3:4])[CH2:10][CH2:9]4)[CH2:12]3)[CH2:17]2)[C:36]2[C:31](=[CH:32][CH:33]=[C:34]([C:37]#[N:38])[CH:35]=2)[NH:30][C:29]1=[O:39], predict the reactants needed to synthesize it. The reactants are: Cl.Cl.Cl.[CH3:4][N:5]1[CH2:10][CH2:9][CH:8]([N:11]2[CH2:14][C:13]3([CH2:17][NH:16][CH2:15]3)[CH2:12]2)[CH2:7][CH2:6]1.CCN(C(C)C)C(C)C.Cl[C:28]1([C:40]2[CH:45]=[CH:44][CH:43]=[CH:42][C:41]=2[O:46][CH3:47])[C:36]2[C:31](=[CH:32][CH:33]=[C:34]([C:37]#[N:38])[CH:35]=2)[NH:30][C:29]1=[O:39].CO.C(Cl)Cl. (3) Given the product [CH3:21][N:8]([C:9]1[CH:14]=[CH:13][N:12]=[C:11]([C:15]2[CH:20]=[CH:19][CH:18]=[CH:17][CH:16]=2)[N:10]=1)[C:6]1[CH:5]=[CH:4][N:3]=[C:2]([NH:37][C@@H:35]([CH3:36])[CH2:34][C:30]2[CH:31]=[CH:32][CH:33]=[C:28]([N:24]3[CH:25]=[CH:26][N:27]=[C:23]3[CH3:22])[CH:29]=2)[N:7]=1, predict the reactants needed to synthesize it. The reactants are: F[C:2]1[N:7]=[C:6]([N:8]([CH3:21])[C:9]2[CH:14]=[CH:13][N:12]=[C:11]([C:15]3[CH:20]=[CH:19][CH:18]=[CH:17][CH:16]=3)[N:10]=2)[CH:5]=[CH:4][N:3]=1.[CH3:22][C:23]1[N:24]([C:28]2[CH:29]=[C:30]([CH2:34][C@@H:35]([NH2:37])[CH3:36])[CH:31]=[CH:32][CH:33]=2)[CH:25]=[CH:26][N:27]=1.C([O-])([O-])=O.[Cs+].[Cs+]. (4) Given the product [ClH:46].[CH2:1]([N:8]1[C:12]2([CH2:17][CH2:16][N:15]([C:18](=[O:32])[CH:19]([C:26]3[CH:27]=[CH:28][CH:29]=[CH:30][CH:31]=3)[C:20]3[CH:25]=[CH:24][CH:23]=[CH:22][CH:21]=3)[CH2:14][CH2:13]2)[NH:11][C@@H:10]([CH2:33][C:34]2[CH:35]=[CH:36][CH:37]=[CH:38][CH:39]=2)[C:9]1=[O:40])[C:2]1[CH:7]=[CH:6][CH:5]=[CH:4][CH:3]=1, predict the reactants needed to synthesize it. The reactants are: [CH2:1]([N:8]1[C:12]2([CH2:17][CH2:16][N:15]([C:18](=[O:32])[CH:19]([C:26]3[CH:31]=[CH:30][CH:29]=[CH:28][CH:27]=3)[C:20]3[CH:25]=[CH:24][CH:23]=[CH:22][CH:21]=3)[CH2:14][CH2:13]2)[NH:11][C@@H:10]([CH2:33][C:34]2[CH:39]=[CH:38][CH:37]=[CH:36][CH:35]=2)[C:9]1=[O:40])[C:2]1[CH:7]=[CH:6][CH:5]=[CH:4][CH:3]=1.O.C[Si]([Cl:46])(C)C.CCOCC. (5) Given the product [F:20][C:2]([F:1])([F:19])[C:3]1[CH:4]=[CH:5][C:6]([NH:9][C:10]2[N:11]=[CH:12][C:13]([CH:16]([OH:18])[CH3:17])=[N:14][CH:15]=2)=[CH:7][CH:8]=1, predict the reactants needed to synthesize it. The reactants are: [F:1][C:2]([F:20])([F:19])[C:3]1[CH:8]=[CH:7][C:6]([NH:9][C:10]2[N:11]=[CH:12][C:13]([C:16](=[O:18])[CH3:17])=[N:14][CH:15]=2)=[CH:5][CH:4]=1.[BH4-].[Na+]. (6) Given the product [N:1]1([CH2:6][CH2:7][CH2:8][O:9][C:10]2[CH:15]=[CH:14][C:13]([C:16]3([CH2:22][NH:23][C:29]([NH2:30])=[O:28])[CH2:17][CH2:18][O:19][CH2:20][CH2:21]3)=[CH:12][CH:11]=2)[CH2:5][CH2:4][CH2:3][CH2:2]1, predict the reactants needed to synthesize it. The reactants are: [N:1]1([CH2:6][CH2:7][CH2:8][O:9][C:10]2[CH:15]=[CH:14][C:13]([C:16]3([CH2:22][NH2:23])[CH2:21][CH2:20][O:19][CH2:18][CH2:17]3)=[CH:12][CH:11]=2)[CH2:5][CH2:4][CH2:3][CH2:2]1.C(O)(=O)C.[O-:28][C:29]#[N:30].[K+]. (7) The reactants are: [Br:1][C:2]1[CH:3]=[C:4]([NH:30][CH3:31])[C:5]([N+:27]([O-])=O)=[C:6]([N:8]([CH2:18][C:19]2[CH:24]=[CH:23][C:22]([O:25][CH3:26])=[CH:21][CH:20]=2)[CH2:9][C:10]2[CH:15]=[CH:14][C:13]([O:16][CH3:17])=[CH:12][CH:11]=2)[CH:7]=1.[NH4+].[Cl-].CO.C1COCC1. Given the product [Br:1][C:2]1[CH:3]=[C:4]([NH:30][CH3:31])[C:5]([NH2:27])=[C:6]([N:8]([CH2:18][C:19]2[CH:24]=[CH:23][C:22]([O:25][CH3:26])=[CH:21][CH:20]=2)[CH2:9][C:10]2[CH:15]=[CH:14][C:13]([O:16][CH3:17])=[CH:12][CH:11]=2)[CH:7]=1, predict the reactants needed to synthesize it. (8) Given the product [CH3:34][N:22]1[CH2:23][C@H:24]([O:25][CH2:26][CH2:27][CH2:28][CH2:29][CH2:30][CH2:31][CH2:32][CH3:33])[C@H:20]([O:19][CH2:1][CH2:2][CH2:3][CH2:4][CH2:5][CH2:6][CH2:7][CH2:8]/[CH:9]=[CH:10]\[CH2:11]/[CH:12]=[CH:13]\[CH2:14][CH2:15][CH2:16][CH2:17][CH3:18])[CH2:21]1, predict the reactants needed to synthesize it. The reactants are: [CH2:1]([O:19][CH:20]1[CH:24]([O:25][CH2:26][CH2:27][CH2:28][CH2:29][CH2:30][CH2:31][CH2:32][CH3:33])[CH2:23][N:22]([C:34](OCC2C=CC=CC=2)=O)[CH2:21]1)[CH2:2][CH2:3][CH2:4][CH2:5][CH2:6][CH2:7][CH2:8]/[CH:9]=[CH:10]\[CH2:11]/[CH:12]=[CH:13]\[CH2:14][CH2:15][CH2:16][CH2:17][CH3:18].[H-].[Al+3].[Li+].[H-].[H-].[H-].C([O-])([O-])=O.[K+].[K+].CC(OC)(C)C.